Dataset: Reaction yield outcomes from USPTO patents with 853,638 reactions. Task: Predict the reaction yield, written as a fraction of the theoretical maximum amount of product (1.0 means a 100% yield; for example, 0.34 means a 34% yield). (1) The reactants are C(OC(=O)[N:7]([C:16]1[S:17][C@:18]2([C:32](=[O:36])[N:33]([CH3:35])[CH3:34])[C@H:20]([C@:21]([C:24]3[CH:29]=[CH:28][CH:27]=[C:26]([F:30])[C:25]=3[F:31])([CH3:23])[N:22]=1)[CH2:19]2)COCC[Si](C)(C)C)(C)(C)C.S(=O)(=O)(O)O.[N+:43]([O-])([O-:45])=[O:44].[Na+].O.[O-]P([O-])([O-])=O.[K+].[K+].[K+]. The catalyst is C(Cl)Cl. The product is [NH2:7][C:16]1[S:17][C@:18]2([C:32]([N:33]([CH3:34])[CH3:35])=[O:36])[C@H:20]([C@:21]([C:24]3[CH:29]=[C:28]([N+:43]([O-:45])=[O:44])[CH:27]=[C:26]([F:30])[C:25]=3[F:31])([CH3:23])[N:22]=1)[CH2:19]2. The yield is 0.668. (2) The reactants are C(N1C=CN=C1)(N1C=CN=C1)=O.C(ON1C(=O)N2C[C@H]1CC[C@H]2C(O)=O)C1C=CC=CC=1.C(NN)=O.[CH2:37]([O:44][N:45]1[C:51](=[O:52])[N:50]2[CH2:53][C@H:46]1[CH2:47][CH2:48][C@H:49]2[C:54]([NH:56][NH:57][CH:58]=[O:59])=O)[C:38]1[CH:43]=[CH:42][CH:41]=[CH:40][CH:39]=1.O(S(C(F)(F)F)(=O)=O)S(C(F)(F)F)(=O)=O. The catalyst is C1COCC1.[Cl-].[Na+].C(Cl)Cl.N1C=CC=CC=1. The product is [CH2:37]([O:44][N:45]1[C:51](=[O:52])[N:50]2[CH2:53][C@H:46]1[CH2:47][CH2:48][C@H:49]2[C:54]1[O:59][CH:58]=[N:57][N:56]=1)[C:38]1[CH:39]=[CH:40][CH:41]=[CH:42][CH:43]=1. The yield is 0.860. (3) The reactants are CO[N:3]1[CH:8]=[CH:7][CH:6]=[C:5]([S:9]([C:12]2[NH:13][C:14]3[C:19]([CH:20]=2)=[CH:18][CH:17]=[CH:16][CH:15]=3)(=[O:11])=[O:10])[NH:4]1.Cl.[O:22]1CCOCC1. No catalyst specified. The product is [NH:13]1[C:14]2[C:19](=[CH:18][CH:17]=[CH:16][CH:15]=2)[CH:20]=[C:12]1[S:9]([C:5]1[CH:6]=[CH:7][C:8](=[O:22])[NH:3][N:4]=1)(=[O:11])=[O:10]. The yield is 0.370.